The task is: Regression/Classification. Given a drug SMILES string, predict its absorption, distribution, metabolism, or excretion properties. Task type varies by dataset: regression for continuous measurements (e.g., permeability, clearance, half-life) or binary classification for categorical outcomes (e.g., BBB penetration, CYP inhibition). Dataset: cyp3a4_veith.. This data is from CYP3A4 inhibition data for predicting drug metabolism from PubChem BioAssay. (1) The molecule is Cn1c(C(=O)Nc2ccccc2)cc2sccc21. The result is 1 (inhibitor). (2) The molecule is O=C(O)/C=C/c1cn(-c2ncc(C(F)(F)F)cc2Cl)c2ccccc12. The result is 0 (non-inhibitor). (3) The molecule is Cc1cccc(CSc2ncc(CO)n2C)c1. The result is 1 (inhibitor). (4) The drug is O=C(O)C/C(=C\c1ccco1)C(=O)O. The result is 0 (non-inhibitor). (5) The drug is CN1CCN(c2ncc3nc(-c4cccs4)c(=O)n(-c4ccccc4)c3n2)CC1. The result is 1 (inhibitor). (6) The compound is COc1cc(NC(=S)Nc2ccc(S(=O)(=O)N3CCOCC3)cc2)cc(OC)c1OC. The result is 1 (inhibitor).